Dataset: Reaction yield outcomes from USPTO patents with 853,638 reactions. Task: Predict the reaction yield, written as a fraction of the theoretical maximum amount of product (1.0 means a 100% yield; for example, 0.34 means a 34% yield). (1) The reactants are [OH:1][CH2:2][CH2:3][O:4][C:5](=[O:17])[CH2:6][O:7][C:8]1[CH:13]=[CH:12][C:11]([N+:14]([O-])=O)=[CH:10][CH:9]=1. The catalyst is C(OCC)(=O)C.[Pd]. The product is [OH:1][CH2:2][CH2:3][O:4][C:5](=[O:17])[CH2:6][O:7][C:8]1[CH:13]=[CH:12][C:11]([NH2:14])=[CH:10][CH:9]=1. The yield is 0.228. (2) The reactants are [CH3:1][C:2]1[C:6]2[CH:7]=[CH:8][CH:9]=[CH:10][C:5]=2[S:4][C:3]=1[S:11](Cl)(=[O:13])=[O:12].[NH2:15][C:16]1[CH:17]=[C:18]([C:22]2[NH:26][N:25]=[N:24][N:23]=2)[CH:19]=[CH:20][CH:21]=1. No catalyst specified. The product is [CH3:1][C:2]1[C:6]2[CH:7]=[CH:8][CH:9]=[CH:10][C:5]=2[S:4][C:3]=1[S:11]([NH:15][C:16]1[CH:21]=[CH:20][CH:19]=[C:18]([C:22]2[NH:26][N:25]=[N:24][N:23]=2)[CH:17]=1)(=[O:13])=[O:12]. The yield is 0.340. (3) The reactants are [Cl:1][C:2]1[CH:7]=[C:6]([Cl:8])[CH:5]=[CH:4][C:3]=1[C:9](=O)[CH2:10][C:11](=O)[C:12]([F:15])([F:14])[F:13].[NH2:18][C:19]1[C:23]([C:24]#[N:25])=[CH:22][NH:21][N:20]=1. No catalyst specified. The product is [Cl:1][C:2]1[CH:7]=[C:6]([Cl:8])[CH:5]=[CH:4][C:3]=1[C:9]1[CH:10]=[C:11]([C:12]([F:15])([F:14])[F:13])[N:20]2[N:21]=[CH:22][C:23]([C:24]#[N:25])=[C:19]2[N:18]=1. The yield is 0.180. (4) The reactants are [CH3:1][O:2][C:3](=[O:47])[NH:4][C@@H:5]1[CH:13]2[C:14](=[O:46])[CH2:15][C@H:16]([C:18]3[NH:19][C:20]([C:23]4[CH:28]=[CH:27][C:26]([C:29]5[CH:34]=[CH:33][C:32]([C:35](=[O:45])[CH2:36][NH:37]C(OC(C)(C)C)=O)=[CH:31][CH:30]=5)=[CH:25][CH:24]=4)=[CH:21][N:22]=3)[CH2:17][N:11]3[C:12]2=[C:8]([CH:9]=[CH:10]3)[CH2:7][CH2:6]1.C(O)(C(F)(F)F)=O. The catalyst is ClCCl. The product is [NH2:37][CH2:36][C:35]([C:32]1[CH:31]=[CH:30][C:29]([C:26]2[CH:27]=[CH:28][C:23]([C:20]3[NH:19][C:18]([C@@H:16]4[CH2:17][N:11]5[C:12]6[CH:13]([C@@H:5]([NH:4][C:3](=[O:47])[O:2][CH3:1])[CH2:6][CH2:7][C:8]=6[CH:9]=[CH:10]5)[C:14](=[O:46])[CH2:15]4)=[N:22][CH:21]=3)=[CH:24][CH:25]=2)=[CH:34][CH:33]=1)=[O:45]. The yield is 0.100. (5) The reactants are C(O)(C(F)(F)F)=O.[OH:8][CH2:9][CH2:10][C:11]1[CH:16]=[CH:15][C:14]([O:17][C:18](=[O:27])[N:19]([CH3:26])[C:20]2[CH:25]=[CH:24][CH:23]=[CH:22][CH:21]=2)=[CH:13][CH:12]=1.[CH3:28][N:29]([CH3:39])[CH2:30][CH2:31][C:32]1[CH:37]=[CH:36][C:35](O)=[CH:34][CH:33]=1. No catalyst specified. The product is [CH3:39][N:29]([CH3:28])[CH2:30][CH2:31][C:32]1[CH:37]=[CH:36][C:35]([O:8][CH2:9][CH2:10][C:11]2[CH:12]=[CH:13][C:14]([O:17][C:18](=[O:27])[N:19]([CH3:26])[C:20]3[CH:21]=[CH:22][CH:23]=[CH:24][CH:25]=3)=[CH:15][CH:16]=2)=[CH:34][CH:33]=1. The yield is 0.920.